This data is from Full USPTO retrosynthesis dataset with 1.9M reactions from patents (1976-2016). The task is: Predict the reactants needed to synthesize the given product. (1) Given the product [Cl:15][C:3]1[CH:4]=[C:5]([CH:13]=[CH:14][C:2]=1[B:16]1[O:20][C:19]([CH3:22])([CH3:21])[C:18]([CH3:24])([CH3:23])[O:17]1)[CH2:6][N:7]([CH3:12])[S:8]([CH3:11])(=[O:10])=[O:9], predict the reactants needed to synthesize it. The reactants are: Br[C:2]1[CH:14]=[CH:13][C:5]([CH2:6][N:7]([CH3:12])[S:8]([CH3:11])(=[O:10])=[O:9])=[CH:4][C:3]=1[Cl:15].[B:16]1([B:16]2[O:20][C:19]([CH3:22])([CH3:21])[C:18]([CH3:24])([CH3:23])[O:17]2)[O:20][C:19]([CH3:22])([CH3:21])[C:18]([CH3:24])([CH3:23])[O:17]1.C([O-])(=O)C.[K+]. (2) Given the product [CH:27]1([N:32]2[CH2:33][CH2:34][N:35]([CH:14]([C:16]3[CH:21]=[CH:20][CH:19]=[CH:18][CH:17]=3)[CH2:13][N:10]3[CH2:11][CH2:12][CH:7]([N:1]4[CH2:6][CH2:5][CH2:4][CH2:3][CH2:2]4)[CH2:8][CH2:9]3)[CH2:36][CH2:37]2)[CH2:28][CH2:29][CH2:30][CH2:31]1, predict the reactants needed to synthesize it. The reactants are: [N:1]1([CH:7]2[CH2:12][CH2:11][N:10]([CH2:13][CH:14]([C:16]3[CH:21]=[CH:20][CH:19]=[CH:18][CH:17]=3)O)[CH2:9][CH2:8]2)[CH2:6][CH2:5][CH2:4][CH2:3][CH2:2]1.CS(Cl)(=O)=O.[CH:27]1([N:32]2[CH2:37][CH2:36][NH:35][CH2:34][CH2:33]2)[CH2:31][CH2:30][CH2:29][CH2:28]1.